Dataset: Forward reaction prediction with 1.9M reactions from USPTO patents (1976-2016). Task: Predict the product of the given reaction. (1) Given the reactants Cl.Cl.[C:3]1([S:13]([C:16]2[C:24]3[C:19](=[CH:20][CH:21]=[C:22]([N:25]4[CH2:30][CH2:29][NH:28][CH2:27][CH2:26]4)[CH:23]=3)[NH:18][N:17]=2)(=[O:15])=[O:14])[C:12]2[C:7](=[CH:8][CH:9]=[CH:10][CH:11]=2)[CH:6]=[CH:5][CH:4]=1.[CH3:31][C:32]([O:35][C:36](O[C:36]([O:35][C:32]([CH3:34])([CH3:33])[CH3:31])=[O:37])=[O:37])([CH3:34])[CH3:33].C(N(CC)CC)C, predict the reaction product. The product is: [C:3]1([S:13]([C:16]2[C:24]3[C:19](=[CH:20][CH:21]=[C:22]([N:25]4[CH2:26][CH2:27][N:28]([C:36]([O:35][C:32]([CH3:34])([CH3:33])[CH3:31])=[O:37])[CH2:29][CH2:30]4)[CH:23]=3)[NH:18][N:17]=2)(=[O:14])=[O:15])[C:12]2[C:7](=[CH:8][CH:9]=[CH:10][CH:11]=2)[CH:6]=[CH:5][CH:4]=1. (2) Given the reactants [CH2:1]([NH2:3])[CH3:2].[OH-].[Na+].[Cl:6][C:7]1[S:8][C:9]([CH2:12]Cl)=[CH:10][N:11]=1, predict the reaction product. The product is: [Cl:6][C:7]1[S:8][C:9]([CH2:12][NH:3][CH2:1][CH3:2])=[CH:10][N:11]=1. (3) Given the reactants [F:1][C:2]([F:43])([F:42])[C:3]1[CH:4]=[C:5]([C@H:13]([O:15][C@H:16]2[CH2:21][CH2:20][N:19]([CH:22]3[CH2:27][CH2:26][CH2:25][N:24](C(OC(C)(C)C)=O)[CH2:23]3)[CH2:18][C@@H:17]2[C:35]2[CH:40]=[CH:39][C:38]([F:41])=[CH:37][CH:36]=2)[CH3:14])[CH:6]=[C:7]([C:9]([F:12])([F:11])[F:10])[CH:8]=1.[ClH:44], predict the reaction product. The product is: [Cl-:44].[Cl-:44].[F:43][C:2]([F:1])([F:42])[C:3]1[CH:4]=[C:5]([C@H:13]([O:15][C@H:16]2[CH2:21][CH2:20][NH+:19]([CH:22]3[CH2:27][CH2:26][CH2:25][NH2+:24][CH2:23]3)[CH2:18][C@@H:17]2[C:35]2[CH:40]=[CH:39][C:38]([F:41])=[CH:37][CH:36]=2)[CH3:14])[CH:6]=[C:7]([C:9]([F:11])([F:10])[F:12])[CH:8]=1.